Dataset: Reaction yield outcomes from USPTO patents with 853,638 reactions. Task: Predict the reaction yield, written as a fraction of the theoretical maximum amount of product (1.0 means a 100% yield; for example, 0.34 means a 34% yield). (1) The reactants are [CH3:1][C:2]1[C:6]([CH:7]=[O:8])=[CH:5][NH:4][N:3]=1.C(=O)([O-])[O-].[K+].[K+].FN1C=C[CH:19]=[CH:18][CH:17]1[Cl:22].[CH3:23][N:24]([CH3:27])C=O. The catalyst is O. The product is [Cl:22][C:17]1[C:23]([N:4]2[CH:5]=[C:6]([CH:7]=[O:8])[C:2]([CH3:1])=[N:3]2)=[N:24][CH:27]=[CH:19][CH:18]=1. The yield is 0.520. (2) The reactants are [CH:1]1[C:6](=[O:7])[C:5]([OH:8])=[CH:4][O:3][C:2]=1[CH2:9]O.S(Cl)([Cl:13])=O. No catalyst specified. The product is [Cl:13][CH2:9][C:2]1[O:3][CH:4]=[C:5]([OH:8])[C:6](=[O:7])[CH:1]=1. The yield is 0.710.